From a dataset of Reaction yield outcomes from USPTO patents with 853,638 reactions. Predict the reaction yield, written as a fraction of the theoretical maximum amount of product (1.0 means a 100% yield; for example, 0.34 means a 34% yield). (1) The reactants are [Cl:1][C:2]1[N:3]=[CH:4][C:5]2[CH2:6][NH:7][CH2:8][C@@H:9]([C:13]3[CH:18]=[CH:17][CH:16]=[CH:15][CH:14]=3)[O:10][C:11]=2[N:12]=1.Br[CH2:20][CH2:21][F:22].C(N(C(C)C)C(C)C)C. The catalyst is CN(C=O)C. The product is [Cl:1][C:2]1[N:3]=[CH:4][C:5]2[CH2:6][N:7]([CH2:20][CH2:21][F:22])[CH2:8][C@@H:9]([C:13]3[CH:18]=[CH:17][CH:16]=[CH:15][CH:14]=3)[O:10][C:11]=2[N:12]=1. The yield is 1.03. (2) The reactants are C([O:3][C:4]([C:6]1[N:7]([CH2:13][O:14][CH2:15][CH2:16][Si:17]([CH3:20])([CH3:19])[CH3:18])[CH:8]=[C:9]([C:11]#[N:12])[N:10]=1)=[O:5])C.[OH-].[K+:22]. The catalyst is C(O)C. The product is [K+:22].[C:11]([C:9]1[N:10]=[C:6]([C:4]([O-:5])=[O:3])[N:7]([CH2:13][O:14][CH2:15][CH2:16][Si:17]([CH3:18])([CH3:19])[CH3:20])[CH:8]=1)#[N:12]. The yield is 1.00. (3) The reactants are [Cl:1][C:2]1[C:3]([O:19][C@@H:20]2[CH2:25][CH2:24][CH2:23][CH2:22][C@H:21]2[C:26]2[N:30](COCCOC)[N:29]=[CH:28][CH:27]=2)=[CH:4][C:5]([F:18])=[C:6]([S:8]([NH:11][C:12]2[CH:17]=[CH:16][N:15]=[CH:14][N:13]=2)(=[O:10])=[O:9])[CH:7]=1.Cl. The catalyst is CO. The product is [Cl:1][C:2]1[C:3]([O:19][C@@H:20]2[CH2:25][CH2:24][CH2:23][CH2:22][C@H:21]2[C:26]2[NH:30][N:29]=[CH:28][CH:27]=2)=[CH:4][C:5]([F:18])=[C:6]([S:8]([NH:11][C:12]2[CH:17]=[CH:16][N:15]=[CH:14][N:13]=2)(=[O:10])=[O:9])[CH:7]=1. The yield is 0.730. (4) The reactants are [NH2:1][C:2]1[CH:7]=[CH:6][C:5]([C:8]2[C:13]([CH3:14])=[CH:12][CH:11]=[C:10]([C:15]([NH:17][C:18]3[CH:23]=[CH:22][CH:21]=[C:20]([C:24]([F:27])([F:26])[F:25])[CH:19]=3)=[O:16])[CH:9]=2)=[CH:4][CH:3]=1.Cl[C:29]1[C:34]([I:35])=[CH:33][N:32]=[CH:31][N:30]=1.C(O)C.C([O-])([O-])=O.[Na+].[Na+]. No catalyst specified. The product is [I:35][C:34]1[C:29]([NH:1][C:2]2[CH:7]=[CH:6][C:5]([C:8]3[C:13]([CH3:14])=[CH:12][CH:11]=[C:10]([C:15]([NH:17][C:18]4[CH:23]=[CH:22][CH:21]=[C:20]([C:24]([F:25])([F:26])[F:27])[CH:19]=4)=[O:16])[CH:9]=3)=[CH:4][CH:3]=2)=[N:30][CH:31]=[N:32][CH:33]=1. The yield is 0.440. (5) The reactants are [I:1][C:2]1[CH:3]=[C:4](O)[CH:5]=[C:6]([OH:8])[CH:7]=1.Br[CH2:11][CH2:12][CH2:13][CH2:14][CH2:15][CH2:16][CH2:17][CH3:18].[C:19](=[O:22])([O-])[O-].[K+].[K+]. The catalyst is C(#N)C. The product is [I:1][C:2]1[CH:7]=[C:6]([O:8][CH2:11][CH2:12][CH2:13][CH2:14][CH2:15][CH2:16][CH2:17][CH3:18])[CH:5]=[C:4]([O:22][CH2:19][CH2:11][CH2:12][CH2:13][CH2:14][CH2:15][CH2:16][CH3:17])[CH:3]=1. The yield is 0.820. (6) The reactants are [NH:1]1[CH:5]=[CH:4][N:3]=[C:2]1[CH2:6][C:7]([C:9]1[CH:14]=[CH:13][C:12]([C:15]#[N:16])=[CH:11][CH:10]=1)=[O:8].CO[CH:19](OC)[N:20]([CH3:22])[CH3:21]. No catalyst specified. The product is [CH3:19][N:20]([CH3:22])/[CH:21]=[C:6](\[C:2]1[NH:1][CH:5]=[CH:4][N:3]=1)/[C:7]([C:9]1[CH:14]=[CH:13][C:12]([C:15]#[N:16])=[CH:11][CH:10]=1)=[O:8]. The yield is 1.00. (7) The product is [NH:7]1[C:8]2[C:13](=[CH:12][CH:11]=[CH:10][CH:9]=2)[C:5]([C:3](=[O:4])[CH:2]([N:21]([C:22]2[CH:27]=[CH:26][CH:25]=[C:24]([O:28][CH3:29])[CH:23]=2)[CH3:20])[C:14]2[CH:19]=[CH:18][CH:17]=[CH:16][CH:15]=2)=[CH:6]1. The yield is 0.0800. The catalyst is C(#N)C. The reactants are Cl[CH:2]([C:14]1[CH:19]=[CH:18][CH:17]=[CH:16][CH:15]=1)[C:3]([C:5]1[C:13]2[C:8](=[CH:9][CH:10]=[CH:11][CH:12]=2)[NH:7][CH:6]=1)=[O:4].[CH3:20][NH:21][C:22]1[CH:27]=[CH:26][CH:25]=[C:24]([O:28][CH3:29])[CH:23]=1.CCN(C(C)C)C(C)C.